This data is from Catalyst prediction with 721,799 reactions and 888 catalyst types from USPTO. The task is: Predict which catalyst facilitates the given reaction. Reactant: C([N:14]1[C:18]2[CH:19]=[C:20]([C:23]3[CH:57]=[C:56]([CH3:58])[CH:55]=[CH:54][C:24]=3[O:25][C:26]3[C:31]([F:32])=[CH:30][C:29]([S:33]([N:36](CC4C=CC(OC)=CC=4OC)[C:37]4[S:41][N:40]=[CH:39][N:38]=4)(=[O:35])=[O:34])=[C:28]([F:53])[CH:27]=3)[CH:21]=[CH:22][C:17]=2[O:16][C:15]1=[O:59])(C1C=CC=CC=1)C1C=CC=CC=1.C([SiH](CC)CC)C.FC(F)(F)S(O)(=O)=O. Product: [F:53][C:28]1[CH:27]=[C:26]([O:25][C:24]2[CH:54]=[CH:55][C:56]([CH3:58])=[CH:57][C:23]=2[C:20]2[CH:21]=[CH:22][C:17]3[O:16][C:15](=[O:59])[NH:14][C:18]=3[CH:19]=2)[C:31]([F:32])=[CH:30][C:29]=1[S:33]([NH:36][C:37]1[S:41][N:40]=[CH:39][N:38]=1)(=[O:34])=[O:35]. The catalyst class is: 55.